Regression. Given a peptide amino acid sequence and an MHC pseudo amino acid sequence, predict their binding affinity value. This is MHC class II binding data. From a dataset of Peptide-MHC class II binding affinity with 134,281 pairs from IEDB. (1) The peptide sequence is LLGLLAPLASAQLSR. The MHC is HLA-DQA10301-DQB10302 with pseudo-sequence HLA-DQA10301-DQB10302. The binding affinity (normalized) is 0.194. (2) The peptide sequence is EKKYGAATQFEPLAA. The MHC is HLA-DPA10201-DPB11401 with pseudo-sequence HLA-DPA10201-DPB11401. The binding affinity (normalized) is 0.390. (3) The peptide sequence is IRDKVQKEYALFYKLDVV. The MHC is HLA-DPA10103-DPB10301 with pseudo-sequence HLA-DPA10103-DPB10301. The binding affinity (normalized) is 0.172. (4) The peptide sequence is TLGTDPYRPSFTSTA. The MHC is DRB1_0101 with pseudo-sequence DRB1_0101. The binding affinity (normalized) is 0.367. (5) The peptide sequence is GIVEQCCASVCSLYQLENYCN. The MHC is H-2-IAb with pseudo-sequence H-2-IAb. The binding affinity (normalized) is 0.381. (6) The peptide sequence is IRQAGVQYSRADEEQ. The MHC is HLA-DQA10301-DQB10302 with pseudo-sequence HLA-DQA10301-DQB10302. The binding affinity (normalized) is 0.402.